Task: Predict which catalyst facilitates the given reaction.. Dataset: Catalyst prediction with 721,799 reactions and 888 catalyst types from USPTO (1) Reactant: Br[C:2]1[C:3]([O:27][C:28]2[C:29]([CH3:34])=[N:30][CH:31]=[CH:32][CH:33]=2)=[CH:4][C:5]([NH:8][C:9]2[S:10][CH:11]=[C:12]([CH:14]3[CH2:19][CH2:18][N:17]([C:20]([O:22][C:23]([CH3:26])([CH3:25])[CH3:24])=[O:21])[CH2:16][CH2:15]3)[N:13]=2)=[N:6][CH:7]=1.C[Li].C([Li])CCC.[S:42]1[C:50]2[C:45](=[N:46][CH:47]=[CH:48][C:49]=2[S:51][S:51][C:49]2[CH:48]=[CH:47][N:46]=[C:45]3[CH:44]=[CH:43][S:42][C:50]=23)[CH:44]=[CH:43]1. Product: [CH3:34][C:29]1[C:28]([O:27][C:3]2[C:2]([S:51][C:49]3[CH:48]=[CH:47][N:46]=[C:45]4[CH:44]=[CH:43][S:42][C:50]=34)=[CH:7][N:6]=[C:5]([NH:8][C:9]3[S:10][CH:11]=[C:12]([CH:14]4[CH2:19][CH2:18][N:17]([C:20]([O:22][C:23]([CH3:26])([CH3:25])[CH3:24])=[O:21])[CH2:16][CH2:15]4)[N:13]=3)[CH:4]=2)=[CH:33][CH:32]=[CH:31][N:30]=1. The catalyst class is: 30. (2) Reactant: [C:1](Cl)(=O)C.[CH2:5]([C:7]1[CH:15]=[CH:14][C:10]([C:11]([OH:13])=[O:12])=[CH:9][C:8]=1[N+:16]([O-:18])=[O:17])[CH3:6]. Product: [CH2:5]([C:7]1[CH:15]=[CH:14][C:10]([C:11]([O:13][CH3:1])=[O:12])=[CH:9][C:8]=1[N+:16]([O-:18])=[O:17])[CH3:6]. The catalyst class is: 5. (3) Reactant: [CH3:1][S:2]([O:5][CH2:6][CH3:7])(=[O:4])=[O:3].C([Li])CCC.CCCCCC.P(Cl)(OCC)(OCC)=O.[Br:28][C:29]1[CH:34]=[CH:33][C:32]([CH:35]=O)=[CH:31][N:30]=1. Product: [Br:28][C:29]1[N:30]=[CH:31][C:32](/[CH:35]=[CH:1]/[S:2]([O:5][CH2:6][CH3:7])(=[O:4])=[O:3])=[CH:33][CH:34]=1. The catalyst class is: 30. (4) Reactant: [Br:1][C:2]1[C:3]([NH:9][C:10]2[NH:14][N:13]=[C:12]([CH:15]3[CH2:17][CH2:16]3)[CH:11]=2)=[N:4][C:5](Cl)=[N:6][CH:7]=1.[F:18][C:19]1[CH:20]=[CH:21][C:22]([C@@H:25]([NH2:27])[CH3:26])=[N:23][CH:24]=1.CCN(C(C)C)C(C)C. Product: [Br:1][C:2]1[C:3]([NH:9][C:10]2[CH:11]=[C:12]([CH:15]3[CH2:17][CH2:16]3)[NH:13][N:14]=2)=[N:4][C:5]([NH:27][C@H:25]([C:22]2[CH:21]=[CH:20][C:19]([F:18])=[CH:24][N:23]=2)[CH3:26])=[N:6][CH:7]=1. The catalyst class is: 114. (5) Reactant: [C:1]([C:3]1[CH:11]=[CH:10][C:6]([C:7](Cl)=[O:8])=[CH:5][CH:4]=1)#[N:2].[CH3:12][NH:13][CH2:14][CH:15]1[CH2:20][CH2:19][N:18]([CH3:21])[CH2:17][CH2:16]1.C(N(CC)C(C)C)(C)C. Product: [C:1]([C:3]1[CH:11]=[CH:10][C:6]([C:7]([N:13]([CH3:12])[CH2:14][CH:15]2[CH2:20][CH2:19][N:18]([CH3:21])[CH2:17][CH2:16]2)=[O:8])=[CH:5][CH:4]=1)#[N:2]. The catalyst class is: 2. (6) Reactant: [C:1]([C:5]1[N:6]=[C:7]([NH:10][C:11]([C:13]2[CH:46]=[CH:45][N:16]3[C:17](=[O:44])[C:18](/[CH:35]=[CH:36]/[C:37]([O:39][C:40]([CH3:43])([CH3:42])[CH3:41])=[O:38])=[C:19]([N:21]4[CH2:26][CH2:25][CH2:24][C@@H:23]([O:27][C:28]([NH:30][CH2:31][CH2:32][CH2:33]Cl)=[O:29])[CH2:22]4)[N:20]=[C:15]3[CH:14]=2)=[O:12])[S:8][CH:9]=1)([CH3:4])([CH3:3])[CH3:2].[CH3:47][N:48](C)[CH:49]=O.CNC. Product: [C:1]([C:5]1[N:6]=[C:7]([NH:10][C:11]([C:13]2[CH:46]=[CH:45][N:16]3[C:17](=[O:44])[C:18](/[CH:35]=[CH:36]/[C:37]([O:39][C:40]([CH3:43])([CH3:42])[CH3:41])=[O:38])=[C:19]([N:21]4[CH2:26][CH2:25][CH2:24][C@@H:23]([O:27][C:28]([NH:30][CH2:31][CH2:32][CH2:33][N:48]([CH3:49])[CH3:47])=[O:29])[CH2:22]4)[N:20]=[C:15]3[CH:14]=2)=[O:12])[S:8][CH:9]=1)([CH3:4])([CH3:3])[CH3:2]. The catalyst class is: 334. (7) Reactant: [OH:1][C:2]1[CH:3]=[C:4]([CH:7]=[CH:8][CH:9]=1)[CH:5]=O.FC(F)(F)C(O)=O.[CH3:17][O:18][C:19](=[O:32])[CH:20]([NH2:31])[CH2:21][C:22]1[C:23]2[CH:30]=[CH:29][CH:28]=[CH:27][C:24]=2[S:25][CH:26]=1. Product: [CH3:17][O:18][C:19]([C@@H:20]1[NH:31][C@H:5]([C:4]2[CH:7]=[CH:8][CH:9]=[C:2]([OH:1])[CH:3]=2)[C:26]2[S:25][C:24]3[CH:27]=[CH:28][CH:29]=[CH:30][C:23]=3[C:22]=2[CH2:21]1)=[O:32]. The catalyst class is: 11. (8) Product: [CH3:1][O:2][C:3](=[O:44])[C@@H:4]([NH:25][C:26](=[O:43])[C:27]1[CH:28]=[CH:29][C:30]([C:33]#[C:34][C:35]2[CH:40]=[CH:39][C:38]([CH2:41][N:59]3[CH2:62][CH2:61][CH2:60]3)=[CH:37][CH:36]=2)=[CH:31][CH:32]=1)[C@H:5]([NH:7][C:8]([O:10][CH2:11][CH:12]1[C:24]2[CH:23]=[CH:22][CH:21]=[CH:20][C:19]=2[C:18]2[C:13]1=[CH:14][CH:15]=[CH:16][CH:17]=2)=[O:9])[CH3:6]. The catalyst class is: 91. Reactant: [CH3:1][O:2][C:3](=[O:44])[C@@H:4]([NH:25][C:26](=[O:43])[C:27]1[CH:32]=[CH:31][C:30]([C:33]#[C:34][C:35]2[CH:40]=[CH:39][C:38]([CH2:41]O)=[CH:37][CH:36]=2)=[CH:29][CH:28]=1)[C@H:5]([NH:7][C:8]([O:10][CH2:11][CH:12]1[C:24]2[CH:23]=[CH:22][CH:21]=[CH:20][C:19]=2[C:18]2[C:13]1=[CH:14][CH:15]=[CH:16][CH:17]=2)=[O:9])[CH3:6].CCN(C(C)C)C(C)C.CS(Cl)(=O)=O.[NH:59]1[CH2:62][CH2:61][CH2:60]1.